From a dataset of Forward reaction prediction with 1.9M reactions from USPTO patents (1976-2016). Predict the product of the given reaction. The product is: [N:1]1[CH:6]=[CH:5][CH:4]=[CH:3][C:2]=1[C:7]1[CH:8]=[CH:9][C:10]([CH2:13][Br:14])=[CH:11][CH:12]=1. Given the reactants [N:1]1[CH:6]=[CH:5][CH:4]=[CH:3][C:2]=1[C:7]1[CH:12]=[CH:11][C:10]([CH3:13])=[CH:9][CH:8]=1.[Br:14]N1C(=O)CCC1=O.N(C(C)(C)C#N)=NC(C)(C)C#N, predict the reaction product.